This data is from Peptide-MHC class I binding affinity with 185,985 pairs from IEDB/IMGT. The task is: Regression. Given a peptide amino acid sequence and an MHC pseudo amino acid sequence, predict their binding affinity value. This is MHC class I binding data. (1) The peptide sequence is LLLGLWGFA. The MHC is HLA-A02:01 with pseudo-sequence HLA-A02:01. The binding affinity (normalized) is 0.624. (2) The peptide sequence is ALWDVPSPA. The MHC is HLA-A02:01 with pseudo-sequence HLA-A02:01. The binding affinity (normalized) is 0.907. (3) The peptide sequence is AFFSDLVKF. The MHC is HLA-B18:01 with pseudo-sequence HLA-B18:01. The binding affinity (normalized) is 0.213. (4) The peptide sequence is SMRRSRPSGDL. The MHC is Mamu-A11 with pseudo-sequence Mamu-A11. The binding affinity (normalized) is 0. (5) The peptide sequence is RHDITGFIL. The MHC is HLA-B57:01 with pseudo-sequence HLA-B57:01. The binding affinity (normalized) is 0.0847. (6) The peptide sequence is FMRFAFLSM. The MHC is HLA-C12:03 with pseudo-sequence HLA-C12:03. The binding affinity (normalized) is 0.372. (7) The peptide sequence is LPQAKKDFF. The MHC is HLA-A24:02 with pseudo-sequence HLA-A24:02. The binding affinity (normalized) is 0.0832.